This data is from Full USPTO retrosynthesis dataset with 1.9M reactions from patents (1976-2016). The task is: Predict the reactants needed to synthesize the given product. (1) Given the product [ClH:46].[F:33][C:30]([F:31])([F:32])[C:29]([C:26]1[CH:25]=[CH:24][C:23]([C@:10]2([S:13]([C:16]3[CH:17]=[CH:18][C:19]([F:22])=[CH:20][CH:21]=3)(=[O:15])=[O:14])[CH2:11][CH2:12][NH:8][CH2:9]2)=[CH:28][CH:27]=1)([OH:38])[C:34]([F:37])([F:36])[F:35], predict the reactants needed to synthesize it. The reactants are: C([N:8]1[CH2:12][CH2:11][C@:10]([C:23]2[CH:28]=[CH:27][C:26]([C:29]([O:38]CC3C=CC=CC=3)([C:34]([F:37])([F:36])[F:35])[C:30]([F:33])([F:32])[F:31])=[CH:25][CH:24]=2)([S:13]([C:16]2[CH:21]=[CH:20][C:19]([F:22])=[CH:18][CH:17]=2)(=[O:15])=[O:14])[CH2:9]1)C1C=CC=CC=1.[ClH:46].[H][H]. (2) Given the product [C:28]1(=[C:34]([C:44]2[CH:45]=[CH:46][C:47]([OH:50])=[CH:48][CH:49]=2)[C:35]2[CH:42]=[CH:41][C:38](/[CH:52]=[CH:8]/[C:6]([O:5][C:1]([CH3:2])([CH3:3])[CH3:4])=[O:7])=[C:37]([F:43])[CH:36]=2)[CH2:33][CH2:32][CH2:31][CH2:30][CH2:29]1, predict the reactants needed to synthesize it. The reactants are: [C:1]([O:5][C:6]([CH:8]=P(C1C=CC=CC=1)(C1C=CC=CC=1)C1C=CC=CC=1)=[O:7])([CH3:4])([CH3:3])[CH3:2].[C:28]1(=[C:34]([C:44]2[CH:49]=[CH:48][C:47]([OH:50])=[CH:46][CH:45]=2)[C:35]2[CH:42]=[CH:41][C:38](C=O)=[C:37]([F:43])[CH:36]=2)[CH2:33][CH2:32][CH2:31][CH2:30][CH2:29]1.O.[CH2:52](Cl)Cl.